This data is from Reaction yield outcomes from USPTO patents with 853,638 reactions. The task is: Predict the reaction yield, written as a fraction of the theoretical maximum amount of product (1.0 means a 100% yield; for example, 0.34 means a 34% yield). (1) The catalyst is C(#N)C.O. The reactants are [C:1]([NH:4][C:5]1[S:9][C:8]2[C:10]([O:15][CH2:16][CH2:17][N:18]([CH2:21][CH3:22])[CH2:19][CH3:20])=[C:11](Br)[CH:12]=[CH:13][C:7]=2[C:6]=1[C:23]([O:25][CH2:26][CH3:27])=[O:24])(=[O:3])[CH3:2].[F:28][C:29]([F:40])([F:39])[C:30]1[CH:35]=[CH:34][C:33](B(O)O)=[CH:32][CH:31]=1.P([O-])([O-])([O-])=O.[K+].[K+].[K+]. The product is [C:1]([NH:4][C:5]1[S:9][C:8]2[C:10]([O:15][CH2:16][CH2:17][N:18]([CH2:21][CH3:22])[CH2:19][CH3:20])=[C:11]([C:33]3[CH:34]=[CH:35][C:30]([C:29]([F:40])([F:39])[F:28])=[CH:31][CH:32]=3)[CH:12]=[CH:13][C:7]=2[C:6]=1[C:23]([O:25][CH2:26][CH3:27])=[O:24])(=[O:3])[CH3:2]. The yield is 0.240. (2) The reactants are [OH:1][C:2]1([C:12]#[C:13]/[C:14](/[C:21]([F:24])([F:23])[F:22])=[CH:15]\[C:16]([O:18]CC)=[O:17])[C:7]([CH3:9])([CH3:8])[CH2:6][C:5](=[O:10])[CH:4]=[C:3]1[CH3:11].[OH-].[Na+].Cl. The catalyst is O.O1CCCC1. The product is [OH:1][C:2]1([C:12]#[C:13]/[C:14](/[C:21]([F:22])([F:23])[F:24])=[CH:15]\[C:16]([OH:18])=[O:17])[C:7]([CH3:8])([CH3:9])[CH2:6][C:5](=[O:10])[CH:4]=[C:3]1[CH3:11]. The yield is 0.320. (3) The reactants are [CH3:1][O:2][C:3]1[CH:12]=[C:11]([O:13][CH3:14])[CH:10]=[C:9]2[C:4]=1[C:5](=[O:27])[NH:6][C:7]([C:15]1[CH:20]=[CH:19][C:18]([N:21]3[CH2:26][CH2:25][NH:24][CH2:23][CH2:22]3)=[CH:17][CH:16]=1)=[N:8]2.CCN(CC)CC.[C:35](Cl)(=[O:42])[C:36]1[CH:41]=[CH:40][CH:39]=[CH:38][CH:37]=1. The catalyst is C(Cl)Cl. The product is [C:35]([N:24]1[CH2:23][CH2:22][N:21]([C:18]2[CH:19]=[CH:20][C:15]([C:7]3[NH:6][C:5](=[O:27])[C:4]4[C:9](=[CH:10][C:11]([O:13][CH3:14])=[CH:12][C:3]=4[O:2][CH3:1])[N:8]=3)=[CH:16][CH:17]=2)[CH2:26][CH2:25]1)(=[O:42])[C:36]1[CH:41]=[CH:40][CH:39]=[CH:38][CH:37]=1. The yield is 0.640.